From a dataset of Catalyst prediction with 721,799 reactions and 888 catalyst types from USPTO. Predict which catalyst facilitates the given reaction. (1) Reactant: [NH2:1][C:2](=O)[CH:3]([NH:10][C:11]([CH:13]1[N:17]([S:18]([C:21]2[CH:26]=[CH:25][C:24]([C:27]3[CH:32]=[CH:31][CH:30]=[CH:29][CH:28]=3)=[CH:23][CH:22]=2)(=[O:20])=[O:19])[CH2:16][CH2:15][S:14]1)=[O:12])[C:4]1[CH:9]=[CH:8][CH:7]=[CH:6][CH:5]=1.N1C(Cl)=NC(Cl)=NC=1Cl.O. Product: [C:24]1([C:27]2[CH:28]=[CH:29][CH:30]=[CH:31][CH:32]=2)[CH:25]=[CH:26][C:21]([S:18]([N:17]2[CH2:16][CH2:15][S:14][CH:13]2[C:11]([NH:10][CH:3]([C:2]#[N:1])[C:4]2[CH:9]=[CH:8][CH:7]=[CH:6][CH:5]=2)=[O:12])(=[O:19])=[O:20])=[CH:22][CH:23]=1. The catalyst class is: 3. (2) The catalyst class is: 34. Reactant: [Si:1]([O:8][C@H:9]1[CH2:13][N:12]([C:14]([O:16][C:17]([CH3:20])([CH3:19])[CH3:18])=[O:15])[C@H:11]([CH2:21][OH:22])[CH2:10]1)([C:4]([CH3:7])([CH3:6])[CH3:5])([CH3:3])[CH3:2].O[N:24]1[C:32](=[O:33])[C:31]2[C:26](=[CH:27][CH:28]=[CH:29][CH:30]=2)[C:25]1=[O:34].C1(P(C2C=CC=CC=2)C2C=CC=CC=2)C=CC=CC=1.CC(OC(/N=N/C(OC(C)C)=O)=O)C.N#N. Product: [Si:1]([O:8][C@H:9]1[CH2:13][N:12]([C:14]([O:16][C:17]([CH3:20])([CH3:19])[CH3:18])=[O:15])[C@H:11]([CH2:21][O:22][N:24]2[C:32](=[O:33])[C:31]3[C:26](=[CH:27][CH:28]=[CH:29][CH:30]=3)[C:25]2=[O:34])[CH2:10]1)([C:4]([CH3:7])([CH3:6])[CH3:5])([CH3:3])[CH3:2]. (3) Product: [Br:1][C:2]1[CH:7]=[CH:6][N:5]=[C:4]2[N:8]([S:12]([C:15]3[CH:20]=[CH:19][C:18]([CH3:21])=[CH:17][CH:16]=3)(=[O:14])=[O:13])[C:9]([C:24]#[C:23][CH2:22][OH:25])=[CH:10][C:3]=12. The catalyst class is: 540. Reactant: [Br:1][C:2]1[CH:7]=[CH:6][N:5]=[C:4]2[N:8]([S:12]([C:15]3[CH:20]=[CH:19][C:18]([CH3:21])=[CH:17][CH:16]=3)(=[O:14])=[O:13])[C:9](I)=[CH:10][C:3]=12.[CH2:22]([OH:25])[C:23]#[CH:24].